From a dataset of Full USPTO retrosynthesis dataset with 1.9M reactions from patents (1976-2016). Predict the reactants needed to synthesize the given product. (1) Given the product [S:28]([O:1][CH2:2][C@@H:3]1[CH2:7][CH2:6][CH2:5][N:4]1[C:8]([O:10][C:11]([CH3:14])([CH3:13])[CH3:12])=[O:9])([C:25]1[CH:26]=[CH:27][C:22]([CH3:21])=[CH:23][CH:24]=1)(=[O:30])=[O:29], predict the reactants needed to synthesize it. The reactants are: [OH:1][CH2:2][C@@H:3]1[CH2:7][CH2:6][CH2:5][N:4]1[C:8]([O:10][C:11]([CH3:14])([CH3:13])[CH3:12])=[O:9].N1C=CC=CC=1.[CH3:21][C:22]1[CH:27]=[CH:26][C:25]([S:28](Cl)(=[O:30])=[O:29])=[CH:24][CH:23]=1. (2) Given the product [C:8]1([C:7](=[N:6][CH:5]([CH2:22][CH2:23][CH2:24][CH2:25][B:26]2[O:30][C:29]([CH3:32])([CH3:31])[C:28]([CH3:33])([CH3:34])[O:27]2)[C:4]([O:3][CH2:1][CH3:2])=[O:20])[C:14]2[CH:19]=[CH:18][CH:17]=[CH:16][CH:15]=2)[CH:9]=[CH:10][CH:11]=[CH:12][CH:13]=1, predict the reactants needed to synthesize it. The reactants are: [CH2:1]([O:3][C:4](=[O:20])[CH2:5][N:6]=[C:7]([C:14]1[CH:19]=[CH:18][CH:17]=[CH:16][CH:15]=1)[C:8]1[CH:13]=[CH:12][CH:11]=[CH:10][CH:9]=1)[CH3:2].Br[CH2:22][CH2:23][CH2:24][CH2:25][B:26]1[O:30][C:29]([CH3:32])([CH3:31])[C:28]([CH3:34])([CH3:33])[O:27]1.C1COCC1.C[Si]([N-][Si](C)(C)C)(C)C.[Li+]. (3) The reactants are: [Cu]([C:4]#[N:5])C#N.Br[C:7]1[CH:12]=[CH:11][C:10]([NH:13]C(=O)OC(C)(C)C)=[CH:9][C:8]=1[O:21][C:22]([F:25])([F:24])[F:23].Cl. Given the product [NH2:13][C:10]1[CH:11]=[CH:12][C:7]([C:4]#[N:5])=[C:8]([O:21][C:22]([F:23])([F:24])[F:25])[CH:9]=1, predict the reactants needed to synthesize it. (4) Given the product [F:1][C:2]1[CH:3]=[C:4]([C@H:8]2[CH2:12][CH2:11][CH2:10][N:9]2[C:13]2[CH:18]=[CH:17][N:16]3[N:19]=[CH:20][C:21]([C:22]([NH:40][C:35]4([CH3:34])[CH2:37][CH2:36]4)=[O:24])=[C:15]3[N:14]=2)[CH:5]=[N:6][CH:7]=1, predict the reactants needed to synthesize it. The reactants are: [F:1][C:2]1[CH:3]=[C:4]([C@H:8]2[CH2:12][CH2:11][CH2:10][N:9]2[C:13]2[CH:18]=[CH:17][N:16]3[N:19]=[CH:20][C:21]([C:22]([OH:24])=O)=[C:15]3[N:14]=2)[CH:5]=[N:6][CH:7]=1.CN(C(ON1N=[N:40][C:35]2[CH:36]=[CH:37]C=N[C:34]1=2)=[N+](C)C)C.F[P-](F)(F)(F)(F)F.Cl.CC1(N)CC1.CCN(C(C)C)C(C)C. (5) Given the product [C:27]([C:2]1[C:11]2[C:6](=[C:7]([NH:12][C:13]([NH:15][CH2:16][C:17]3[CH:22]=[CH:21][C:20]([C:23]([F:26])([F:25])[F:24])=[CH:19][CH:18]=3)=[O:14])[CH:8]=[CH:9][CH:10]=2)[CH:5]=[CH:4][N:3]=1)#[N:28], predict the reactants needed to synthesize it. The reactants are: Cl[C:2]1[C:11]2[C:6](=[C:7]([NH:12][C:13]([NH:15][CH2:16][C:17]3[CH:22]=[CH:21][C:20]([C:23]([F:26])([F:25])[F:24])=[CH:19][CH:18]=3)=[O:14])[CH:8]=[CH:9][CH:10]=2)[CH:5]=[CH:4][N:3]=1.[CH3:27][N:28](C=O)C. (6) Given the product [Br:1][C:2]1[CH:3]=[C:4]2[C:8](=[CH:9][CH:10]=1)[N:7]([CH2:19][O:18][CH2:17][CH2:16][Si:15]([CH3:22])([CH3:21])[CH3:14])[N:6]=[C:5]2[CH3:11], predict the reactants needed to synthesize it. The reactants are: [Br:1][C:2]1[CH:3]=[C:4]2[C:8](=[CH:9][CH:10]=1)[NH:7][N:6]=[C:5]2[CH3:11].[H-].[Na+].[CH3:14][Si:15]([CH3:22])([CH3:21])[CH2:16][CH2:17][O:18][CH2:19]Cl.C(OCC)(=O)C. (7) The reactants are: [F:1][C:2]([F:28])([F:27])[O:3][C:4]1[CH:9]=[CH:8][C:7]([N:10]2[CH:14]=[N:13][C:12]([C:15]3[CH:20]=[CH:19][C:18]([CH:21]4[CH2:23][CH:22]4[C:24](O)=[O:25])=[CH:17][CH:16]=3)=[N:11]2)=[CH:6][CH:5]=1.C(N(CC)CC)C.P([N:52]=[N+:53]=[N-:54])(=O)(OC1C=CC=CC=1)OC1C=CC=CC=1. Given the product [F:27][C:2]([F:28])([F:1])[O:3][C:4]1[CH:5]=[CH:6][C:7]([N:10]2[CH:14]=[N:13][C:12]([C:15]3[CH:20]=[CH:19][C:18]([CH:21]4[CH2:23][CH:22]4[C:24]([N:52]=[N+:53]=[N-:54])=[O:25])=[CH:17][CH:16]=3)=[N:11]2)=[CH:8][CH:9]=1, predict the reactants needed to synthesize it. (8) Given the product [F:1][C:2]1[CH:3]=[CH:4][C:5]([C:8]2([C:18]([OH:21])=[O:19])[CH2:10][CH2:9]2)=[N:6][CH:7]=1, predict the reactants needed to synthesize it. The reactants are: [F:1][C:2]1[CH:3]=[CH:4][C:5]([C:8]2(C#N)[CH2:10][CH2:9]2)=[N:6][CH:7]=1.S(=O)(=O)(O)O.[C:18]([O-:21])(O)=[O:19].[Na+]. (9) Given the product [CH2:1]([C:3]([F:33])([CH2:31][CH3:32])[CH2:4][N:5]1[CH2:6][CH2:7][CH:8]([CH2:11][O:12][C:13]2[CH:18]=[N:17][C:16]([C:19]3[CH:29]=[CH:28][C:22]([C:23]([OH:25])=[O:24])=[C:21]([F:30])[CH:20]=3)=[N:15][CH:14]=2)[CH2:9][CH2:10]1)[CH3:2], predict the reactants needed to synthesize it. The reactants are: [CH2:1]([C:3]([F:33])([CH2:31][CH3:32])[CH2:4][N:5]1[CH2:10][CH2:9][CH:8]([CH2:11][O:12][C:13]2[CH:14]=[N:15][C:16]([C:19]3[CH:29]=[CH:28][C:22]([C:23]([O:25]CC)=[O:24])=[C:21]([F:30])[CH:20]=3)=[N:17][CH:18]=2)[CH2:7][CH2:6]1)[CH3:2].O[Li].O.